This data is from Reaction yield outcomes from USPTO patents with 853,638 reactions. The task is: Predict the reaction yield, written as a fraction of the theoretical maximum amount of product (1.0 means a 100% yield; for example, 0.34 means a 34% yield). (1) The reactants are [CH2:1]([O:3][C:4]1[CH:9]=[CH:8][C:7](B(O)O)=[CH:6][CH:5]=1)[CH3:2].[F-].[K+].Br[C:16]1[CH:23]=[CH:22][C:19]([CH:20]=[O:21])=[CH:18][CH:17]=1. The catalyst is C([O-])(=O)C.[Pd+2].C([O-])(=O)C.C(P(C(C)(C)C)C1C=CC=CC=1C1C=CC=CC=1)(C)(C)C. The product is [CH:20]([C:19]1[CH:22]=[CH:23][C:16]([C:7]2[CH:8]=[CH:9][C:4]([O:3][CH2:1][CH3:2])=[CH:5][CH:6]=2)=[CH:17][CH:18]=1)=[O:21]. The yield is 0.900. (2) The reactants are [CH3:1][C:2]1[O:6][N:5]=[C:4]([C:7]2[CH:12]=[CH:11][CH:10]=[CH:9][CH:8]=2)[C:3]=1[CH2:13][O:14][C:15]1[CH:23]=[CH:22][C:18]([C:19]([OH:21])=O)=[CH:17][N:16]=1.[CH2:24]([NH2:26])[CH3:25]. No catalyst specified. The product is [CH2:24]([NH:26][C:19](=[O:21])[C:18]1[CH:22]=[CH:23][C:15]([O:14][CH2:13][C:3]2[C:4]([C:7]3[CH:8]=[CH:9][CH:10]=[CH:11][CH:12]=3)=[N:5][O:6][C:2]=2[CH3:1])=[N:16][CH:17]=1)[CH3:25]. The yield is 0.830. (3) The reactants are [CH2:1]1[O:10][C:9]2[CH:8]=[CH:7][C:5]([NH2:6])=[CH:4][C:3]=2[O:2]1.[C:11](OC(=O)C)(=[O:13])[CH3:12].C([O-])(O)=O.[Na+]. The catalyst is CC(O)=O. The product is [O:10]1[C:9]2[CH:8]=[CH:7][C:5]([NH:6][C:11](=[O:13])[CH3:12])=[CH:4][C:3]=2[O:2][CH2:1]1. The yield is 1.00. (4) The reactants are [NH:1]1[C:9]2[C:4](=[CH:5][CH:6]=[CH:7][CH:8]=2)[CH:3]=[N:2]1.[Br:10]Br.Cl. The catalyst is [OH-].[Na+].S(=O)(O)[O-].[Na+]. The product is [Br:10][C:3]1[C:4]2[C:9](=[CH:8][CH:7]=[CH:6][CH:5]=2)[NH:1][N:2]=1. The yield is 0.800. (5) The reactants are [F:1][C:2]1[CH:3]=[C:4]([O:8][CH3:9])[CH:5]=[CH:6][CH:7]=1.[Li]CCCC.CN([CH:18]=[O:19])C.OS(O)(=O)=O. The catalyst is C1COCC1. The product is [F:1][C:2]1[CH:7]=[CH:6][CH:5]=[C:4]([O:8][CH3:9])[C:3]=1[CH:18]=[O:19]. The yield is 0.550. (6) The reactants are [N+:1]([C:4]1[CH:5]=[N:6][CH:7]=[CH:8][C:9]=1[C:10]1[CH2:15][C@H:14]([C:16]([F:19])([F:18])[F:17])[CH2:13][C@H:12](O)[CH:11]=1)([O-:3])=[O:2].CS(Cl)(=O)=O.[N-:26]=[N+:27]=[N-:28].[Na+]. The catalyst is C(Cl)Cl.C(OCC)(=O)C.CCCCCCC. The product is [N:26]([C@H:12]1[CH2:13][C@@H:14]([C:16]([F:19])([F:18])[F:17])[CH2:15][C:10]([C:9]2[CH:8]=[CH:7][N:6]=[CH:5][C:4]=2[N+:1]([O-:3])=[O:2])=[CH:11]1)=[N+:27]=[N-:28]. The yield is 0.580. (7) The reactants are [C:1]([O:5][C:6](=[O:20])[C:7]1[CH:12]=[CH:11][CH:10]=[C:9]([C:13]2[C:18]([CH3:19])=[CH:17][CH:16]=[CH:15][N:14]=2)[CH:8]=1)([CH3:4])([CH3:3])[CH3:2].NC(N)=[O:23].OO.C1(=O)OC(=O)C2=CC=CC=C12.[O-]S([O-])=O.[Na+].[Na+].C([O-])([O-])=O.[Na+].[Na+]. The catalyst is CCOC(C)=O.O. The product is [C:1]([O:5][C:6]([C:7]1[CH:8]=[C:9]([C:13]2[C:18]([CH3:19])=[CH:17][CH:16]=[CH:15][N+:14]=2[O-:23])[CH:10]=[CH:11][CH:12]=1)=[O:20])([CH3:4])([CH3:3])[CH3:2]. The yield is 0.950. (8) The reactants are [CH3:1][O:2][C:3](=[O:27])[C@H:4]([CH2:25][OH:26])[NH:5][C:6]([C:19]1[CH:24]=[CH:23][CH:22]=[CH:21][CH:20]=1)([C:13]1[CH:18]=[CH:17][CH:16]=[CH:15][CH:14]=1)[C:7]1[CH:12]=[CH:11][CH:10]=[CH:9][CH:8]=1.C1(P(C2C=CC=CC=2)C2C=CC=CC=2)C=CC=CC=1.[CH2:47]([O:54][C:55](=[O:68])[NH:56][CH2:57][CH2:58][CH2:59][CH2:60][C:61]1[CH:66]=[CH:65][C:64](O)=[CH:63][CH:62]=1)[C:48]1[CH:53]=[CH:52][CH:51]=[CH:50][CH:49]=1.N(C(OC(C)C)=O)=NC(OC(C)C)=O. The catalyst is C1C=CC=CC=1. The product is [CH3:1][O:2][C:3](=[O:27])[CH:4]([NH:5][C:6]([C:7]1[CH:12]=[CH:11][CH:10]=[CH:9][CH:8]=1)([C:13]1[CH:14]=[CH:15][CH:16]=[CH:17][CH:18]=1)[C:19]1[CH:24]=[CH:23][CH:22]=[CH:21][CH:20]=1)[CH2:25][O:26][C:64]1[CH:63]=[CH:62][C:61]([CH2:60][CH2:59][CH2:58][CH2:57][NH:56][C:55]([O:54][CH2:47][C:48]2[CH:53]=[CH:52][CH:51]=[CH:50][CH:49]=2)=[O:68])=[CH:66][CH:65]=1. The yield is 0.510.